This data is from Forward reaction prediction with 1.9M reactions from USPTO patents (1976-2016). The task is: Predict the product of the given reaction. (1) Given the reactants [C:1]([O:5][C:6](=[O:14])[C:7]1[CH:12]=[CH:11][C:10](Br)=[CH:9][CH:8]=1)([CH3:4])([CH3:3])[CH3:2].[C:15]1([CH3:24])[CH:20]=[CH:19][C:18](B(O)O)=[CH:17][CH:16]=1.C(=O)([O-])[O-].[Na+].[Na+], predict the reaction product. The product is: [C:1]([O:5][C:6](=[O:14])[C:7]1[CH:12]=[CH:11][C:10]([C:18]2[CH:19]=[CH:20][C:15]([CH3:24])=[CH:16][CH:17]=2)=[CH:9][CH:8]=1)([CH3:4])([CH3:3])[CH3:2]. (2) Given the reactants [N:1]1[CH:6]=[CH:5][CH:4]=[C:3]([C:7]2[CH:8]=[C:9]3[C:15]([CH:16]=O)=[N:14][N:13]([CH:18]4[CH2:23][CH2:22][CH2:21][CH2:20][O:19]4)[C:10]3=[N:11][CH:12]=2)[CH:2]=1.[F:24][C:25]1[CH:26]=[C:27]([C:31]2[C:32]([NH2:38])=[C:33]([NH2:37])[CH:34]=[N:35][CH:36]=2)[CH:28]=[CH:29][CH:30]=1.[S], predict the reaction product. The product is: [F:24][C:25]1[CH:26]=[C:27]([C:31]2[C:32]3[N:38]=[C:16]([C:15]4[C:9]5[C:10](=[N:11][CH:12]=[C:7]([C:3]6[CH:2]=[N:1][CH:6]=[CH:5][CH:4]=6)[CH:8]=5)[N:13]([CH:18]5[CH2:23][CH2:22][CH2:21][CH2:20][O:19]5)[N:14]=4)[NH:37][C:33]=3[CH:34]=[N:35][CH:36]=2)[CH:28]=[CH:29][CH:30]=1. (3) Given the reactants [CH:1]1([O:7][C:8]2[CH:13]=[C:12]([O:14][CH2:15][CH2:16][O:17][CH3:18])[CH:11]=[CH:10][C:9]=2/[CH:19]=[CH:20]/[C:21]([NH:23][S:24]([CH2:27][CH2:28][CH2:29][CH2:30][CH3:31])(=[O:26])=[O:25])=[O:22])[CH2:6][CH2:5][CH2:4][CH2:3][CH2:2]1, predict the reaction product. The product is: [CH:1]1([O:7][C:8]2[CH:13]=[C:12]([O:14][CH2:15][CH2:16][O:17][CH3:18])[CH:11]=[CH:10][C:9]=2[CH2:19][CH2:20][C:21]([NH:23][S:24]([CH2:27][CH2:28][CH2:29][CH2:30][CH3:31])(=[O:26])=[O:25])=[O:22])[CH2:6][CH2:5][CH2:4][CH2:3][CH2:2]1. (4) Given the reactants [CH2:1]([C@@:5]1([CH2:32][CH3:33])[NH:11][C@H:10]([C:12]2[CH:17]=[CH:16][CH:15]=[CH:14][CH:13]=2)[C:9]2[CH:18]=[C:19]([O:28][CH3:29])[C:20]([CH2:22][NH:23][C:24](=[O:27])[CH2:25]Cl)=[CH:21][C:8]=2[S:7](=[O:31])(=[O:30])[CH2:6]1)[CH2:2][CH2:3][CH3:4].C(=O)([O-])[O-].[K+].[K+].Cl.[CH3:41][O:42][C:43](=[O:46])[CH2:44][NH2:45].[I-].[K+], predict the reaction product. The product is: [CH2:1]([C@@:5]1([CH2:32][CH3:33])[NH:11][C@H:10]([C:12]2[CH:17]=[CH:16][CH:15]=[CH:14][CH:13]=2)[C:9]2[CH:18]=[C:19]([O:28][CH3:29])[C:20]([CH2:22][NH:23][C:24](=[O:27])[CH2:25][NH:45][CH2:44][C:43]([O:42][CH3:41])=[O:46])=[CH:21][C:8]=2[S:7](=[O:31])(=[O:30])[CH2:6]1)[CH2:2][CH2:3][CH3:4]. (5) Given the reactants [CH3:1][O:2][C:3]1[CH:4]=[C:5]([CH:15]=[CH:16][C:17]=1[O:18][CH3:19])[CH2:6][N:7]1[CH2:11][C:10](OC)=[CH:9][C:8]1=[O:14].[NH2:20][C:21]1[C:28]([Br:29])=[CH:27][CH:26]=[CH:25][C:22]=1[C:23]#[N:24], predict the reaction product. The product is: [Br:29][C:28]1[C:21]([NH:20][C:10]2[CH2:11][N:7]([CH2:6][C:5]3[CH:15]=[CH:16][C:17]([O:18][CH3:19])=[C:3]([O:2][CH3:1])[CH:4]=3)[C:8](=[O:14])[CH:9]=2)=[C:22]([CH:25]=[CH:26][CH:27]=1)[C:23]#[N:24]. (6) Given the reactants [CH2:1]([N:3]1[C:11]2[C:6](=[CH:7][CH:8]=[CH:9][CH:10]=2)[CH2:5][C:4]1=[O:12])[CH3:2].[CH:13]1([C:18](Cl)=[O:19])[CH2:17][CH2:16][CH2:15][CH2:14]1, predict the reaction product. The product is: [CH:13]1([C:18]([C:8]2[CH:7]=[C:6]3[C:11](=[CH:10][CH:9]=2)[N:3]([CH2:1][CH3:2])[C:4](=[O:12])[CH2:5]3)=[O:19])[CH2:17][CH2:16][CH2:15][CH2:14]1. (7) Given the reactants C(OC([N:6]1[C:10]([NH:11][C:12](=[O:23])[C:13]2[CH:18]=[CH:17][C:16]([C:19]([O:21]C)=[O:20])=[CH:15][CH:14]=2)=[C:9]2[CH2:24][N:25]([C:29](=[O:39])[NH:30][C:31]3[C:36]([Cl:37])=[CH:35][CH:34]=[CH:33][C:32]=3[Cl:38])[C:26]([CH3:28])([CH3:27])[C:8]2=[N:7]1)=O)C.[OH-].[Na+].O, predict the reaction product. The product is: [Cl:38][C:32]1[CH:33]=[CH:34][CH:35]=[C:36]([Cl:37])[C:31]=1[NH:30][C:29]([N:25]1[CH2:24][C:9]2[C:8](=[N:7][NH:6][C:10]=2[NH:11][C:12](=[O:23])[C:13]2[CH:14]=[CH:15][C:16]([C:19]([OH:21])=[O:20])=[CH:17][CH:18]=2)[C:26]1([CH3:28])[CH3:27])=[O:39].